Task: Predict the reactants needed to synthesize the given product.. Dataset: Full USPTO retrosynthesis dataset with 1.9M reactions from patents (1976-2016) (1) The reactants are: FC(F)(F)C(O)=O.[NH2:8][CH2:9][CH2:10][CH2:11][O:12][C:13]1[CH:43]=[C:42]([Cl:44])[C:16]([C:17]([NH:19][C@@H:20]([CH2:24][C:25]2[CH:30]=[CH:29][C:28]([C:31]3[C:32](=[O:41])[N:33]([CH3:40])[C:34](=[O:39])[N:35]([CH3:38])[C:36]=3[CH3:37])=[CH:27][CH:26]=2)[C:21]([OH:23])=[O:22])=[O:18])=[C:15]([Cl:45])[CH:14]=1.O=C1CCC(=O)N1[O:53][C:54](=O)[CH2:55][CH2:56][O:57][CH2:58][CH2:59][O:60][CH2:61][CH2:62][O:63][CH2:64][CH2:65][O:66][CH2:67][CH2:68][O:69][CH2:70][CH2:71][O:72][CH2:73][CH2:74][O:75][CH2:76][CH2:77][O:78][CH2:79][CH2:80][NH:81][C:82](=[O:92])[CH2:83][CH2:84][N:85]1[C:89](=[O:90])[CH:88]=[CH:87][C:86]1=[O:91].CCN(C(C)C)C(C)C. Given the product [Cl:45][C:15]1[CH:14]=[C:13]([O:12][CH2:11][CH2:10][CH2:9][NH:8][C:54](=[O:53])[CH2:55][CH2:56][O:57][CH2:58][CH2:59][O:60][CH2:61][CH2:62][O:63][CH2:64][CH2:65][O:66][CH2:67][CH2:68][O:69][CH2:70][CH2:71][O:72][CH2:73][CH2:74][O:75][CH2:76][CH2:77][O:78][CH2:79][CH2:80][NH:81][C:82](=[O:92])[CH2:83][CH2:84][N:85]2[C:89](=[O:90])[CH:88]=[CH:87][C:86]2=[O:91])[CH:43]=[C:42]([Cl:44])[C:16]=1[C:17]([NH:19][C@@H:20]([CH2:24][C:25]1[CH:30]=[CH:29][C:28]([C:31]2[C:32](=[O:41])[N:33]([CH3:40])[C:34](=[O:39])[N:35]([CH3:38])[C:36]=2[CH3:37])=[CH:27][CH:26]=1)[C:21]([OH:23])=[O:22])=[O:18], predict the reactants needed to synthesize it. (2) Given the product [F:1][C:2]1[CH:22]=[CH:21][C:5]([CH2:6][O:7][CH2:8][C:9]([NH:11][CH2:12][CH2:13][CH2:14][CH:15]2[CH2:16][CH2:17][N:18]([C:41]([NH:40][C:34]3[CH:35]=[CH:36][C:37]([O:38][CH3:39])=[C:32]([O:31][CH3:30])[CH:33]=3)=[O:42])[CH2:19][CH2:20]2)=[O:10])=[CH:4][CH:3]=1, predict the reactants needed to synthesize it. The reactants are: [F:1][C:2]1[CH:22]=[CH:21][C:5]([CH2:6][O:7][CH2:8][C:9]([NH:11][CH2:12][CH2:13][CH2:14][CH:15]2[CH2:20][CH2:19][NH:18][CH2:17][CH2:16]2)=[O:10])=[CH:4][CH:3]=1.C(N(CC)CC)C.[CH3:30][O:31][C:32]1[CH:33]=[C:34]([N:40]=[C:41]=[O:42])[CH:35]=[CH:36][C:37]=1[O:38][CH3:39]. (3) The reactants are: [CH3:1][O:2][C:3](=[O:41])[CH:4]([C:26]1[CH:31]=[CH:30][CH:29]=[C:28]([CH2:32][NH:33][C:34]([O:36][C:37]([CH3:40])([CH3:39])[CH3:38])=[O:35])[CH:27]=1)[CH2:5][P:6]([CH:11]([NH:15]C(OCC1C=CC=CC=1)=O)[CH:12]([CH3:14])[CH3:13])([O:8][CH2:9][CH3:10])=[O:7]. Given the product [CH3:1][O:2][C:3](=[O:41])[CH:4]([C:26]1[CH:31]=[CH:30][CH:29]=[C:28]([CH2:32][NH:33][C:34]([O:36][C:37]([CH3:39])([CH3:38])[CH3:40])=[O:35])[CH:27]=1)[CH2:5][P:6]([CH:11]([NH2:15])[CH:12]([CH3:13])[CH3:14])([O:8][CH2:9][CH3:10])=[O:7], predict the reactants needed to synthesize it. (4) The reactants are: F[C:2]1[CH:7]=[C:6]([CH2:8][S:9][C:10]2[CH:15]=[CH:14][CH:13]=[CH:12][C:11]=2[C:16]2[O:20][C:19]([NH:21][C:22]3[CH:27]=[CH:26][CH:25]=[CH:24][CH:23]=3)=[N:18][N:17]=2)[CH:5]=[CH:4][N:3]=1.[CH:28]1([NH2:31])[CH2:30][CH2:29]1. Given the product [CH:28]1([NH:31][C:2]2[CH:7]=[C:6]([CH2:8][S:9][C:10]3[CH:15]=[CH:14][CH:13]=[CH:12][C:11]=3[C:16]3[O:20][C:19]([NH:21][C:22]4[CH:23]=[CH:24][CH:25]=[CH:26][CH:27]=4)=[N:18][N:17]=3)[CH:5]=[CH:4][N:3]=2)[CH2:30][CH2:29]1, predict the reactants needed to synthesize it.